This data is from Forward reaction prediction with 1.9M reactions from USPTO patents (1976-2016). The task is: Predict the product of the given reaction. (1) Given the reactants [F:1][C:2]([F:17])([F:16])[CH:3]([NH:6][C:7]1[CH:12]=[CH:11][CH:10]=[C:9]([N+:13]([O-:15])=[O:14])[CH:8]=1)[CH2:4][NH2:5].[C:18](O[C:18]([O:20][C:21]([CH3:24])([CH3:23])[CH3:22])=[O:19])([O:20][C:21]([CH3:24])([CH3:23])[CH3:22])=[O:19].O.C(OCC)(=O)C, predict the reaction product. The product is: [F:1][C:2]([F:16])([F:17])[CH:3]([NH:6][C:7]1[CH:12]=[CH:11][CH:10]=[C:9]([N+:13]([O-:15])=[O:14])[CH:8]=1)[CH2:4][NH:5][C:18](=[O:19])[O:20][C:21]([CH3:24])([CH3:23])[CH3:22]. (2) Given the reactants FC(F)(F)C(O)=O.[Cl:8][C:9]1[CH:10]=[CH:11][C:12]([NH:15][C:16](=[O:32])[C:17]2[CH:22]=[CH:21][CH:20]=[CH:19][C:18]=2[NH:23][C:24]([O:26][CH:27]2[CH2:31][CH2:30][NH:29][CH2:28]2)=[O:25])=[N:13][CH:14]=1.[CH3:33][CH:34]1[CH2:38][CH2:37][CH2:36][C:35]1=O.C([BH3-])#N.[Na+].Cl, predict the reaction product. The product is: [ClH:8].[Cl:8][C:9]1[CH:10]=[CH:11][C:12]([NH:15][C:16](=[O:32])[C:17]2[CH:22]=[CH:21][CH:20]=[CH:19][C:18]=2[NH:23][C:24]([O:26][CH:27]2[CH2:31][CH2:30][N:29]([CH:35]3[CH2:36][CH2:37][CH2:38][CH:34]3[CH3:33])[CH2:28]2)=[O:25])=[N:13][CH:14]=1. (3) Given the reactants [CH:1]([O:4][C:5]1([C:8]2[CH:13]=[CH:12][C:11]([C:14]#[C:15][C:16]3[CH:26]=[CH:25][C:19]([C:20]([O:22]CC)=[O:21])=[CH:18][CH:17]=3)=[CH:10][CH:9]=2)[CH2:7][CH2:6]1)([CH3:3])[CH3:2].[OH-].[Na+], predict the reaction product. The product is: [CH:1]([O:4][C:5]1([C:8]2[CH:13]=[CH:12][C:11]([C:14]#[C:15][C:16]3[CH:17]=[CH:18][C:19]([C:20]([OH:22])=[O:21])=[CH:25][CH:26]=3)=[CH:10][CH:9]=2)[CH2:6][CH2:7]1)([CH3:3])[CH3:2]. (4) Given the reactants [NH2:1][C@H:2]1[C:11]2[C:6](=[CH:7][CH:8]=[CH:9][CH:10]=2)[N:5]([C:12]([C:14]2[CH:19]=[CH:18][C:17]([O:20][CH3:21])=[CH:16][CH:15]=2)=[O:13])[C@@H:4]([CH3:22])[CH2:3]1.[CH:23](=O)[CH3:24].C(O[BH-](OC(=O)C)OC(=O)C)(=O)C.[Na+].C(N(CC)C(C)C)(C)C.[Cl:49][C:50]1[CH:58]=[CH:57][C:53]([C:54](Cl)=[O:55])=[CH:52][CH:51]=1, predict the reaction product. The product is: [Cl:49][C:50]1[CH:58]=[CH:57][C:53]([C:54]([N:1]([CH2:23][CH3:24])[C@H:2]2[C:11]3[C:6](=[CH:7][CH:8]=[CH:9][CH:10]=3)[N:5]([C:12](=[O:13])[C:14]3[CH:15]=[CH:16][C:17]([O:20][CH3:21])=[CH:18][CH:19]=3)[C@@H:4]([CH3:22])[CH2:3]2)=[O:55])=[CH:52][CH:51]=1.